From a dataset of Reaction yield outcomes from USPTO patents with 853,638 reactions. Predict the reaction yield, written as a fraction of the theoretical maximum amount of product (1.0 means a 100% yield; for example, 0.34 means a 34% yield). The reactants are [OH:1][C:2]1[CH:3]=[CH:4][C:5]([O:8][C:9]2[CH:10]=[C:11]([CH:26]=[CH:27][CH:28]=2)[CH:12]=[C:13]2[CH2:18][CH2:17][N:16]([C:19]([O:21][C:22]([CH3:25])([CH3:24])[CH3:23])=[O:20])[CH2:15][CH2:14]2)=[N:6][CH:7]=1.[F:29][C:30](I)([F:32])[F:31].[C:34]([O-])([O-])=O.[Cs+].[Cs+]. The catalyst is CN(C=O)C.O. The product is [F:29][C:30]([F:32])([F:31])[CH2:34][O:1][C:2]1[CH:3]=[CH:4][C:5]([O:8][C:9]2[CH:10]=[C:11]([CH:26]=[CH:27][CH:28]=2)[CH:12]=[C:13]2[CH2:18][CH2:17][N:16]([C:19]([O:21][C:22]([CH3:23])([CH3:24])[CH3:25])=[O:20])[CH2:15][CH2:14]2)=[N:6][CH:7]=1. The yield is 0.370.